From a dataset of Forward reaction prediction with 1.9M reactions from USPTO patents (1976-2016). Predict the product of the given reaction. Given the reactants [Cl:1][C:2]1[C:7]([N:8]2[CH2:13][CH2:12][CH:11]([C:14]3[CH:19]=[CH:18][CH:17]=[CH:16][CH:15]=3)[CH2:10][CH2:9]2)=[CH:6][N:5]=[N:4][C:3]=1[NH:20][NH2:21].C(=O)(O)[O-].[Na+].[F:27][C:28]([F:34])([F:33])[CH2:29][C:30](Cl)=[O:31], predict the reaction product. The product is: [Cl:1][C:2]1[C:7]([N:8]2[CH2:9][CH2:10][CH:11]([C:14]3[CH:15]=[CH:16][CH:17]=[CH:18][CH:19]=3)[CH2:12][CH2:13]2)=[CH:6][N:5]=[N:4][C:3]=1[NH:20][NH:21][C:30](=[O:31])[CH2:29][C:28]([F:34])([F:33])[F:27].